From a dataset of Retrosynthesis with 50K atom-mapped reactions and 10 reaction types from USPTO. Predict the reactants needed to synthesize the given product. (1) Given the product COc1cc2ncnc(N3CCN(c4ncc(Cc5ccccc5)cn4)CC3)c2cc1OCCCN1CCN(C)CC1, predict the reactants needed to synthesize it. The reactants are: CN1CCN(CCCOS(C)(=O)=O)CC1.COc1cc2ncnc(N3CCN(c4ncc(Cc5ccccc5)cn4)CC3)c2cc1O. (2) Given the product CC1(C)[C@H]2CC[C@@H](CCOCCCCO)[C@@H]1C2, predict the reactants needed to synthesize it. The reactants are: CC1(C)[C@H]2CC[C@@H](CCCl)[C@@H]1C2.OCCCCO. (3) Given the product COc1ccccc1COc1ccc2c(c1)C=C(C(=O)O)CCS2(=O)=O, predict the reactants needed to synthesize it. The reactants are: COC(=O)C1=Cc2cc(OCc3ccccc3OC)ccc2S(=O)(=O)CC1. (4) Given the product N#Cc1ccc2c(cc(C(F)F)n2CC(=O)NN)c1Cl, predict the reactants needed to synthesize it. The reactants are: N#Cc1ccc2c(cc(C(F)F)n2CC(=O)O)c1Cl.NN. (5) Given the product O=C(O)C(F)(F)F, predict the reactants needed to synthesize it. The reactants are: CCOC(=O)CC(NC(=O)CNC(=O)c1cccc(N)c1)c1ccccc1. (6) The reactants are: C=CCCCCCC(CCCCC(F)(F)C(F)(F)C(F)(F)C(F)(F)F)(C(=O)OCC)C(=O)OCC. Given the product C=CCCCCCC(CCCCC(F)(F)C(F)(F)C(F)(F)C(F)(F)F)C(=O)OCC, predict the reactants needed to synthesize it.